This data is from Full USPTO retrosynthesis dataset with 1.9M reactions from patents (1976-2016). The task is: Predict the reactants needed to synthesize the given product. (1) Given the product [F:1][C:2]1[CH:11]=[C:10]([F:12])[CH:9]=[C:8]2[C:3]=1[CH:4]([O:13][C:14]1[C:22]3[N:21]=[C:20]([CH3:23])[NH:19][C:18]=3[CH:17]=[C:16]([C:24]([N:28]([CH2:29][CH2:30][OH:31])[CH3:27])=[O:26])[CH:15]=1)[CH2:5][CH2:6][O:7]2, predict the reactants needed to synthesize it. The reactants are: [F:1][C:2]1[CH:11]=[C:10]([F:12])[CH:9]=[C:8]2[C:3]=1[CH:4]([O:13][C:14]1[C:22]3[N:21]=[C:20]([CH3:23])[NH:19][C:18]=3[CH:17]=[C:16]([C:24]([OH:26])=O)[CH:15]=1)[CH2:5][CH2:6][O:7]2.[CH3:27][NH:28][CH2:29][CH2:30][OH:31]. (2) Given the product [CH:1]([CH:11]=[CH:10][C:9]#[N:12])=[CH:2][C:3]1[CH:8]=[CH:7][CH:6]=[CH:5][CH:4]=1, predict the reactants needed to synthesize it. The reactants are: [CH2:1]=[CH:2][C:3]1[CH:8]=[CH:7][CH:6]=[CH:5][CH:4]=1.[C:9](#[N:12])[CH:10]=[CH2:11].CC(N=NC(C#N)(C)C)(C#N)C.P([O-])([O-])([O-])=O.[Ca+2].[Ca+2].[Ca+2].P([O-])([O-])([O-])=O. (3) Given the product [CH:42]([O:1][C:2]1[CH:7]=[CH:6][C:5]([CH:8]2[CH2:13][CH2:12][N:11]([C:14]([O:16][CH2:17][C:18]3[CH:19]=[CH:20][CH:21]=[CH:22][CH:23]=3)=[O:15])[CH2:10][CH:9]2[O:24][CH2:25][C:26]2[CH:27]=[CH:28][C:29]3[O:34][CH2:33][CH2:32][N:31]([CH2:35][CH2:36][CH2:37][O:38][CH3:39])[C:30]=3[CH:40]=2)=[CH:4][CH:3]=1)([CH3:44])[CH3:43], predict the reactants needed to synthesize it. The reactants are: [OH:1][C:2]1[CH:7]=[CH:6][C:5]([CH:8]2[CH2:13][CH2:12][N:11]([C:14]([O:16][CH2:17][C:18]3[CH:23]=[CH:22][CH:21]=[CH:20][CH:19]=3)=[O:15])[CH2:10][CH:9]2[O:24][CH2:25][C:26]2[CH:27]=[CH:28][C:29]3[O:34][CH2:33][CH2:32][N:31]([CH2:35][CH2:36][CH2:37][O:38][CH3:39])[C:30]=3[CH:40]=2)=[CH:4][CH:3]=1.I[CH:42]([CH3:44])[CH3:43]. (4) The reactants are: C(OC(=O)[NH:7][C:8]1[CH:13]=[CH:12][CH:11]=[CH:10][C:9]=1[NH:14][C:15]([C:17]1[O:18][C:19]2[C:25]([O:26][CH2:27][C:28]3[CH:33]=[CH:32][CH:31]=[CH:30][N:29]=3)=[CH:24][CH:23]=[CH:22][C:20]=2[CH:21]=1)=[O:16])(C)(C)C.NC1C=CC=CC=1NC(C1SC2C=CC(OCC3C=CC=CN=3)=CC=2C=1)=O. Given the product [NH2:7][C:8]1[CH:13]=[CH:12][CH:11]=[CH:10][C:9]=1[NH:14][C:15]([C:17]1[O:18][C:19]2[C:25]([O:26][CH2:27][C:28]3[CH:33]=[CH:32][CH:31]=[CH:30][N:29]=3)=[CH:24][CH:23]=[CH:22][C:20]=2[CH:21]=1)=[O:16], predict the reactants needed to synthesize it. (5) Given the product [CH3:24][C:19]1([CH3:25])[C:20]([CH3:23])([CH3:22])[O:21][B:17]([C:2]2[CH:3]=[CH:4][C:5]([C:8]3[S:9][C:10]4[CH:16]=[CH:15][CH:14]=[CH:13][C:11]=4[N:12]=3)=[N:6][CH:7]=2)[O:18]1, predict the reactants needed to synthesize it. The reactants are: Br[C:2]1[CH:3]=[CH:4][C:5]([C:8]2[S:9][C:10]3[CH:16]=[CH:15][CH:14]=[CH:13][C:11]=3[N:12]=2)=[N:6][CH:7]=1.[B:17]1([B:17]2[O:21][C:20]([CH3:23])([CH3:22])[C:19]([CH3:25])([CH3:24])[O:18]2)[O:21][C:20]([CH3:23])([CH3:22])[C:19]([CH3:25])([CH3:24])[O:18]1.C([O-])(=O)C.[K+]. (6) Given the product [CH2:1]([O:3][C:4]([C@@H:5]1[C@H:19]([C:20]2[CH:25]=[CH:24][CH:23]=[CH:22][CH:21]=2)[C@H:6]1[C:7]1[CH:16]=[CH:15][C:10]2[O:11][CH2:12][CH2:13][O:14][C:9]=2[CH:8]=1)=[O:17])[CH3:2], predict the reactants needed to synthesize it. The reactants are: [CH2:1]([O:3][C:4](=[O:17])/[CH:5]=[CH:6]/[C:7]1[CH:16]=[CH:15][C:10]2[O:11][CH2:12][CH2:13][O:14][C:9]=2[CH:8]=1)[CH3:2].[Br-].[CH2:19]([S+]1CCCC1)[C:20]1[CH:25]=[CH:24][CH:23]=[CH:22][CH:21]=1. (7) Given the product [C:3]1(=[O:12])[N:2]([O:1][CH2:27][C:28]([O:30][C:17]([CH3:16])([CH3:18])[CH3:20])=[O:29])[C:6](=[O:7])[C:5]2=[CH:8][CH:9]=[CH:10][CH:11]=[C:4]12, predict the reactants needed to synthesize it. The reactants are: [OH:1][N:2]1[C:6](=[O:7])[C:5]2=[CH:8][CH:9]=[CH:10][CH:11]=[C:4]2[C:3]1=[O:12].CN1[CH2:18][CH2:17][CH2:16]C1=O.[C:20]([O-])([O-])=O.[K+].[K+].Br[CH2:27][C:28]([O:30]CCCC)=[O:29].